This data is from Reaction yield outcomes from USPTO patents with 853,638 reactions. The task is: Predict the reaction yield, written as a fraction of the theoretical maximum amount of product (1.0 means a 100% yield; for example, 0.34 means a 34% yield). (1) The reactants are [C:1]([C:3]1[CH:8]=[CH:7][C:6]([N:9]2[C:13](=[O:14])[C:12]([CH3:16])([CH3:15])[N:11]([CH2:17][CH2:18][CH2:19][C:20]([OH:22])=O)[C:10]2=[S:23])=[CH:5][C:4]=1[C:24]([F:27])([F:26])[F:25])#[N:2].C(Cl)CCl.C1C=CC2N(O)N=NC=2C=1.[C:42]12([CH2:52][C:53]([NH:55][CH2:56][CH2:57][O:58][CH2:59][CH2:60][NH2:61])=[O:54])[CH2:51][CH:46]3[CH2:47][CH:48]([CH2:50][CH:44]([CH2:45]3)[CH2:43]1)[CH2:49]2. The catalyst is ClCCl. The product is [C:42]12([CH2:52][C:53]([NH:55][CH2:56][CH2:57][O:58][CH2:59][CH2:60][NH:61][C:20](=[O:22])[CH2:19][CH2:18][CH2:17][N:11]3[C:12]([CH3:15])([CH3:16])[C:13](=[O:14])[N:9]([C:6]4[CH:7]=[CH:8][C:3]([C:1]#[N:2])=[C:4]([C:24]([F:27])([F:25])[F:26])[CH:5]=4)[C:10]3=[S:23])=[O:54])[CH2:49][CH:48]3[CH2:47][CH:46]([CH2:45][CH:44]([CH2:50]3)[CH2:43]1)[CH2:51]2. The yield is 0.480. (2) The reactants are [CH3:1][C:2]1[CH:10]=[CH:9][C:8]([N:11]([CH3:20])[S:12]([C:15]2[S:16][CH:17]=[CH:18][CH:19]=2)(=[O:14])=[O:13])=[C:7]2[C:3]=1[CH:4]=[C:5]([C:21]([NH2:23])=O)[NH:6]2.COC1C=CC(P2(SP(C3C=CC(OC)=CC=3)(=S)S2)=[S:33])=CC=1. The catalyst is O1CCCC1. The product is [CH3:1][C:2]1[CH:10]=[CH:9][C:8]([N:11]([CH3:20])[S:12]([C:15]2[S:16][CH:17]=[CH:18][CH:19]=2)(=[O:14])=[O:13])=[C:7]2[C:3]=1[CH:4]=[C:5]([C:21](=[S:33])[NH2:23])[NH:6]2. The yield is 0.840. (3) The reactants are [CH:1]1([O:7][CH:8]([C:12]2[CH:17]=[CH:16][C:15]([Cl:18])=[C:14]([Cl:19])[CH:13]=2)[C:9](O)=[O:10])[CH2:6][CH2:5][CH2:4][CH2:3][CH2:2]1.C(Cl)(=O)C(Cl)=O.C[Si](C)(C)[NH:28][Si](C)(C)C. The catalyst is ClCCl.CN(C)C=O. The product is [CH:1]1([O:7][CH:8]([C:12]2[CH:17]=[CH:16][C:15]([Cl:18])=[C:14]([Cl:19])[CH:13]=2)[C:9]([NH2:28])=[O:10])[CH2:6][CH2:5][CH2:4][CH2:3][CH2:2]1. The yield is 0.760. (4) The reactants are FC([C:4]([O:10][C:11]([C:14]([C:17]([C:20]([C:23]([C:26](F)=[O:27])([F:25])[F:24])([F:22])[F:21])([F:19])[F:18])([F:16])[F:15])([F:13])[F:12])([C:6]([F:9])([F:8])[F:7])[F:5])=O.FC(F)(F)C1(F)[O:35]C1(F)F.FC(F)(C(F)(F)C(F)(F)C(F)(F)C(F)=O)C(F)=O.C(=O)([O-])[O-].[Na+].[Na+].C(=O)=O.S(=O)(=O)(O)O. The catalyst is COCCOCCOC.O. The product is [C:6]([CH:4]([O:10][C:11]([C:14]([C:17]([C:20]([C:23]([C:26]([OH:35])=[O:27])([F:24])[F:25])([F:21])[F:22])([F:19])[F:18])([F:15])[F:16])([F:12])[F:13])[F:5])([F:9])([F:7])[F:8]. The yield is 0.950. (5) The reactants are [Cl:1][C:2]1[C:3]([N:36]=C(C2C=CC=CC=2)C2C=CC=CC=2)=[N:4][CH:5]=[CH:6][C:7]=1[O:8][C:9]1[CH:14]=[CH:13][C:12]([NH:15][C:16]([C:18]2[C:19](=[O:34])[N:20]([C:27]3[CH:32]=[CH:31][C:30]([F:33])=[CH:29][CH:28]=3)[CH:21]=[CH:22][C:23]=2[O:24][CH2:25][CH3:26])=[O:17])=[CH:11][C:10]=1[F:35].CO.Cl.[OH-].[Na+]. The catalyst is CC(OC)(C)C.O. The product is [NH2:36][C:3]1[C:2]([Cl:1])=[C:7]([O:8][C:9]2[CH:14]=[CH:13][C:12]([NH:15][C:16]([C:18]3[C:19](=[O:34])[N:20]([C:27]4[CH:32]=[CH:31][C:30]([F:33])=[CH:29][CH:28]=4)[CH:21]=[CH:22][C:23]=3[O:24][CH2:25][CH3:26])=[O:17])=[CH:11][C:10]=2[F:35])[CH:6]=[CH:5][N:4]=1. The yield is 0.880. (6) The catalyst is CO. The product is [NH2:7][CH2:8][CH2:9][O:10][C:11]1[CH:12]=[CH:13][C:14]([CH2:17][CH2:18][CH2:19][CH2:20][NH:21][C:22]([NH:23][C:24]([C:26]2[C:31]([NH2:32])=[N:30][C:29]([NH2:33])=[C:28]([Cl:34])[N:27]=2)=[O:25])=[NH:35])=[CH:15][CH:16]=1. The yield is 0.990. The reactants are C(OC(=O)[NH:7][CH2:8][CH2:9][O:10][C:11]1[CH:16]=[CH:15][C:14]([CH2:17][CH2:18][CH2:19][CH2:20][NH:21][C:22]([NH2:35])=[N:23][C:24]([C:26]2[C:31]([NH2:32])=[N:30][C:29]([NH2:33])=[C:28]([Cl:34])[N:27]=2)=[O:25])=[CH:13][CH:12]=1)(C)(C)C.Cl.C(Cl)Cl.CO. (7) The reactants are Cl[C:2]1[CH:11]=[N:10][C:9]2[C:4](=[CH:5][CH:6]=[C:7]([O:12][CH3:13])[CH:8]=2)[N:3]=1.[CH3:14][O:15][C:16]1[CH:21]=[C:20]([O:22][CH3:23])[CH:19]=[CH:18][C:17]=1[CH2:24][NH2:25].C(OCC)(=O)C. The catalyst is CS(C)=O. The product is [CH3:14][O:15][C:16]1[CH:21]=[C:20]([O:22][CH3:23])[CH:19]=[CH:18][C:17]=1[CH2:24][NH:25][C:2]1[CH:11]=[N:10][C:9]2[C:4](=[CH:5][CH:6]=[C:7]([O:12][CH3:13])[CH:8]=2)[N:3]=1. The yield is 0.870. (8) The reactants are [Cl:1][C:2]1[N:3]=[C:4](Cl)[C:5]2[CH2:10][CH2:9][CH:8]([C:11]3[CH:16]=[CH:15][C:14]([O:17][C:18]([F:21])([F:20])[F:19])=[CH:13][CH:12]=3)[C:6]=2[N:7]=1.[CH3:23][NH:24][CH3:25]. The catalyst is CO. The product is [Cl:1][C:2]1[N:3]=[C:4]([N:24]([CH3:25])[CH3:23])[C:5]2[CH2:10][CH2:9][CH:8]([C:11]3[CH:16]=[CH:15][C:14]([O:17][C:18]([F:21])([F:20])[F:19])=[CH:13][CH:12]=3)[C:6]=2[N:7]=1. The yield is 0.980. (9) The reactants are [CH3:1][N:2]1[CH:6]=[C:5]([C:7]2[C:15]3[C:10](=[N:11][CH:12]=[C:13](B4OC(C)(C)C(C)(C)O4)[CH:14]=3)[N:9]([CH2:25][O:26][CH2:27][CH2:28][Si:29]([CH3:32])([CH3:31])[CH3:30])[CH:8]=2)[CH:4]=[N:3]1.[CH2:33]([SH:36])[CH2:34][CH3:35].N1C=CC=CC=1. The catalyst is CN(C=O)C.CCOC(C)=O.C([O-])(=O)C.[Cu+2].C([O-])(=O)C. The product is [CH3:1][N:2]1[CH:6]=[C:5]([C:7]2[C:15]3[C:10](=[N:11][CH:12]=[C:13]([S:36][CH2:33][CH2:34][CH3:35])[CH:14]=3)[N:9]([CH2:25][O:26][CH2:27][CH2:28][Si:29]([CH3:32])([CH3:31])[CH3:30])[CH:8]=2)[CH:4]=[N:3]1. The yield is 0.130. (10) The reactants are [Cl:1][C:2]1[N:6]([C:7]2[CH:12]=[CH:11][CH:10]=[CH:9][CH:8]=2)[N:5]=[C:4]([C:13]([F:16])([F:15])[F:14])[C:3]=1[CH2:17]O.P(Br)(Br)[Br:20].O. The catalyst is C(OCC)C. The product is [Br:20][CH2:17][C:3]1[C:4]([C:13]([F:16])([F:15])[F:14])=[N:5][N:6]([C:7]2[CH:12]=[CH:11][CH:10]=[CH:9][CH:8]=2)[C:2]=1[Cl:1]. The yield is 0.958.